Dataset: Full USPTO retrosynthesis dataset with 1.9M reactions from patents (1976-2016). Task: Predict the reactants needed to synthesize the given product. (1) The reactants are: C([O:8][CH2:9][C:10]1[S:11][CH:12]=[C:13]([C:15]2[CH:20]=[CH:19][C:18]([Cl:21])=[CH:17][CH:16]=2)[N:14]=1)C1C=CC=CC=1.B(Br)(Br)Br.C([O-])(O)=O.[Na+]. Given the product [Cl:21][C:18]1[CH:17]=[CH:16][C:15]([C:13]2[N:14]=[C:10]([CH2:9][OH:8])[S:11][CH:12]=2)=[CH:20][CH:19]=1, predict the reactants needed to synthesize it. (2) Given the product [C:60]([C@H:57]1[CH2:56][CH2:55][C@H:54]([O:53][C:48]2[CH:47]=[CH:46][C:45]3[C:50](=[CH:51][CH:52]=[C:43]([CH2:42][N:40]4[CH2:41][CH:38]([C:36]([OH:37])=[O:35])[CH2:39]4)[CH:44]=3)[N:49]=2)[CH2:59][CH2:58]1)([CH3:63])([CH3:61])[CH3:62], predict the reactants needed to synthesize it. The reactants are: C([C@H]1CC[C@H](OC2C=C3C(=CC=2)N=C(CN2CC(C(O)=O)C2)C=C3C(F)(F)F)CC1)(C)(C)C.C[O:35][C:36]([CH:38]1[CH2:41][N:40]([CH2:42][C:43]2[CH:44]=[C:45]3[C:50](=[CH:51][CH:52]=2)[N:49]=[C:48]([O:53][C@H:54]2[CH2:59][CH2:58][C@H:57]([C:60]([CH3:63])([CH3:62])[CH3:61])[CH2:56][CH2:55]2)[CH:47]=[CH:46]3)[CH2:39]1)=[O:37]. (3) Given the product [I:13][C:7]1[CH:6]=[C:5]([N+:9]([O-:11])=[O:10])[C:4]([NH2:12])=[C:3]([O:2][CH3:1])[CH:8]=1, predict the reactants needed to synthesize it. The reactants are: [CH3:1][O:2][C:3]1[CH:8]=[CH:7][CH:6]=[C:5]([N+:9]([O-:11])=[O:10])[C:4]=1[NH2:12].[I:13]I. (4) Given the product [Cl:1][C:2]1[CH:3]=[C:4]([CH2:13][O:14][C:16]2[CH:17]=[CH:18][C:19]([CH2:25][CH2:26][C:27]([OH:29])=[O:28])=[C:20]3[C:24]=2[CH2:23][CH2:22][CH2:21]3)[C:5]2[O:9][C:8]([CH2:10][CH3:11])=[CH:7][C:6]=2[CH:12]=1, predict the reactants needed to synthesize it. The reactants are: [Cl:1][C:2]1[CH:3]=[C:4]([CH2:13][OH:14])[C:5]2[O:9][C:8]([CH2:10][CH3:11])=[CH:7][C:6]=2[CH:12]=1.O[C:16]1[CH:17]=[CH:18][C:19]([CH2:25][CH2:26][C:27]([O:29]CC)=[O:28])=[C:20]2[C:24]=1[CH2:23][CH2:22][CH2:21]2. (5) The reactants are: C([O:4][CH:5]1[CH2:10][CH2:9][CH2:8][CH:7]([N:11]2[C:15]3[CH:16]=[C:17]([Cl:21])[C:18]([Cl:20])=[CH:19][C:14]=3[N:13]=[C:12]2[Br:22])[CH:6]1[O:23]C(=O)C)(=O)C.CO.O.C(=O)([O-])[O-].[Na+].[Na+]. Given the product [Br:22][C:12]1[N:11]([CH:7]2[CH2:8][CH2:9][CH2:10][CH:5]([OH:4])[CH:6]2[OH:23])[C:15]2[CH:16]=[C:17]([Cl:21])[C:18]([Cl:20])=[CH:19][C:14]=2[N:13]=1, predict the reactants needed to synthesize it.